This data is from Full USPTO retrosynthesis dataset with 1.9M reactions from patents (1976-2016). The task is: Predict the reactants needed to synthesize the given product. (1) Given the product [C:1]([O:5][C:6]([N:8]1[CH2:13][CH2:12][N:11]([C:14]2[S:15][C:16]([Br:25])=[CH:17][N:18]=2)[CH2:10][CH2:9]1)=[O:7])([CH3:4])([CH3:2])[CH3:3], predict the reactants needed to synthesize it. The reactants are: [C:1]([O:5][C:6]([N:8]1[CH2:13][CH2:12][N:11]([C:14]2[S:15][CH:16]=[CH:17][N:18]=2)[CH2:10][CH2:9]1)=[O:7])([CH3:4])([CH3:3])[CH3:2].C(=O)([O-])[O-].[Cs+].[Cs+].[Br:25]Br.O. (2) Given the product [CH3:9][N:1]1[CH2:6][CH2:5][CH2:4][CH2:3][CH:2]1[CH2:7][OH:8], predict the reactants needed to synthesize it. The reactants are: [NH:1]1[CH2:6][CH2:5][CH2:4][CH2:3][CH:2]1[CH2:7][OH:8].[CH:9](O)=O.[H-].[Al+3].[Li+].[H-].[H-].[H-]. (3) Given the product [OH:24][CH2:23][C@H:22]1[O:17][C:18](=[O:19])[NH:20][C@H:21]1[S:8][CH2:38][C:32]1[CH:37]=[CH:36][CH:35]=[CH:34][CH:33]=1, predict the reactants needed to synthesize it. The reactants are: O.C1(C)C=CC([S:8](O)(=O)=O)=CC=1.C([O:17][C:18]([NH:20][C@@H:21](CC1C=CC=CC=1)[C@@H:22]1[O:24][CH2:23]1)=[O:19])(C)(C)C.[C:32]1([CH3:38])[CH:37]=[CH:36][CH:35]=[CH:34][CH:33]=1. (4) Given the product [CH2:1]([CH:8]1[C:17]2[C:12](=[CH:13][C:14]([O:20][CH3:21])=[C:15]([O:18][CH3:19])[CH:16]=2)[CH2:11][CH2:10][N:9]1[CH2:23][C:24]([NH:31][CH2:30][C:29]1[CH:32]=[CH:33][CH:34]=[CH:35][C:28]=1[Cl:27])=[O:25])[C:2]1[CH:3]=[CH:4][CH:5]=[CH:6][CH:7]=1, predict the reactants needed to synthesize it. The reactants are: [CH2:1]([CH:8]1[C:17]2[C:12](=[CH:13][C:14]([O:20][CH3:21])=[C:15]([O:18][CH3:19])[CH:16]=2)[CH2:11][CH2:10][NH:9]1)[C:2]1[CH:7]=[CH:6][CH:5]=[CH:4][CH:3]=1.Br[CH2:23][C:24](Br)=[O:25].[Cl:27][C:28]1[CH:35]=[CH:34][CH:33]=[CH:32][C:29]=1[CH2:30][NH2:31]. (5) Given the product [C:15]([C:19]1[S:23][C:22]([C:24]([NH2:26])=[O:25])=[C:21]([NH:27][C:2]2[C:7]3[C:8]4[CH2:14][CH2:13][CH2:12][CH2:11][C:9]=4[Se:10][C:6]=3[N:5]=[CH:4][N:3]=2)[CH:20]=1)([CH3:18])([CH3:16])[CH3:17], predict the reactants needed to synthesize it. The reactants are: Cl[C:2]1[C:7]2[C:8]3[CH2:14][CH2:13][CH2:12][CH2:11][C:9]=3[Se:10][C:6]=2[N:5]=[CH:4][N:3]=1.[C:15]([C:19]1[S:23][C:22]([C:24]([NH2:26])=[O:25])=[C:21]([NH2:27])[CH:20]=1)([CH3:18])([CH3:17])[CH3:16].[OH-].[Na+]. (6) Given the product [Cl:19][CH2:18][CH2:17][CH2:16][CH2:15][N:12]1[C:11]([O:20][CH3:21])=[N:10][C:9]2[C:13]1=[N:14][C:6]([O:42][C@@H:43]([CH3:46])[CH2:44][CH3:45])=[N:7][C:8]=2[NH2:22], predict the reactants needed to synthesize it. The reactants are: C(N[C:6]1[N:14]=[C:13]2[C:9]([N:10]=[C:11]([O:20][CH3:21])[N:12]2[CH2:15][CH2:16][CH2:17][CH2:18][Cl:19])=[C:8]([NH2:22])[N:7]=1)CCC.FC(F)(F)C(O)=O.COC1N=C2C(N=1)=C(N)NC([O:42][C@@H:43]([CH3:46])[CH2:44][CH3:45])=N2.BrCCCCCl.C(OCC)(=O)C. (7) Given the product [CH:27](/[C:26]1[N:25]=[N:24][N:5]([C:6]2[CH:7]=[C:8]([CH:11]=[CH:12][CH:13]=2)[C:9]#[N:10])[N:1]=1)=[CH:28]\[C:29]1[CH:34]=[CH:33][CH:32]=[CH:31][CH:30]=1, predict the reactants needed to synthesize it. The reactants are: [N:1]([O-])=O.[Na+].[NH2:5][C:6]1[CH:7]=[C:8]([CH:11]=[CH:12][CH:13]=1)[C:9]#[N:10].S([NH:24][N:25]=[CH:26][CH:27]=[CH:28][C:29]1[CH:34]=[CH:33][CH:32]=[CH:31][CH:30]=1)(C1C=CC(C)=CC=1)(=O)=O. (8) Given the product [CH2:18]([N:15]1[C:16]2[CH:17]=[C:9]3[N:8]=[C:7]([C:3]4[C:2]([NH:1][C:31](=[O:32])[CH:30]([C:24]5[CH:29]=[CH:28][CH:27]=[CH:26][CH:25]=5)[CH2:34][CH3:35])=[CH:6][NH:5][N:4]=4)[NH:23][C:10]3=[CH:11][C:12]=2[C:13]([CH3:22])([CH3:21])[C:14]1=[O:20])[CH3:19], predict the reactants needed to synthesize it. The reactants are: [NH2:1][C:2]1[C:3]([C:7]2[NH:23][C:10]3=[CH:11][C:12]4[C:13]([CH3:22])([CH3:21])[C:14](=[O:20])[N:15]([CH2:18][CH3:19])[C:16]=4[CH:17]=[C:9]3[N:8]=2)=[N:4][NH:5][CH:6]=1.[C:24]1([CH:30]([CH2:34][CH3:35])[C:31](Cl)=[O:32])[CH:29]=[CH:28][CH:27]=[CH:26][CH:25]=1. (9) Given the product [Cl:21][C:16]1[CH:17]=[CH:18][CH:19]=[C:20]2[C:15]=1[C:14]([C:22](=[O:24])[NH:58][CH2:59][C:60]1([OH:68])[CH2:61][CH2:62][C:63]([F:67])([F:66])[CH2:64][CH2:65]1)=[CH:13][N:12]2[CH:10]1[CH2:9][N:8]([C:6]([O:5][C:1]([CH3:2])([CH3:4])[CH3:3])=[O:7])[CH2:11]1, predict the reactants needed to synthesize it. The reactants are: [C:1]([O:5][C:6]([N:8]1[CH2:11][CH:10]([N:12]2[C:20]3[C:15](=[C:16]([Cl:21])[CH:17]=[CH:18][CH:19]=3)[C:14]([C:22]([OH:24])=O)=[CH:13]2)[CH2:9]1)=[O:7])([CH3:4])([CH3:3])[CH3:2].CN(C(ON1N=NC2C=CC=NC1=2)=[N+](C)C)C.F[P-](F)(F)(F)(F)F.CCN(C(C)C)C(C)C.[NH2:58][CH2:59][C:60]1([OH:68])[CH2:65][CH2:64][C:63]([F:67])([F:66])[CH2:62][CH2:61]1.